Dataset: Catalyst prediction with 721,799 reactions and 888 catalyst types from USPTO. Task: Predict which catalyst facilitates the given reaction. (1) Reactant: Cl.[C:2]([C:5]1[CH:6]=[CH:7][C:8]([C:38]2[CH:43]=[CH:42][C:41]([Cl:44])=[CH:40][CH:39]=2)=[C:9]([CH:37]=1)[CH2:10][O:11][C:12]1[CH:17]=[CH:16][C:15]([C:18]2[N:22]([CH:23]3[CH2:28][CH2:27][CH2:26][CH2:25][CH2:24]3)[C:21]3[CH:29]=[CH:30][C:31]([C:33]([O:35][CH3:36])=[O:34])=[CH:32][C:20]=3[N:19]=2)=[CH:14][CH:13]=1)(O)=[O:3].C(Cl)(=O)C(Cl)=O.[CH3:51][N:52](C)C=O. Product: [Cl:44][C:41]1[CH:42]=[CH:43][C:38]([C:8]2[CH:7]=[CH:6][C:5]([C:2](=[O:3])[NH:52][CH3:51])=[CH:37][C:9]=2[CH2:10][O:11][C:12]2[CH:13]=[CH:14][C:15]([C:18]3[N:22]([CH:23]4[CH2:28][CH2:27][CH2:26][CH2:25][CH2:24]4)[C:21]4[CH:29]=[CH:30][C:31]([C:33]([O:35][CH3:36])=[O:34])=[CH:32][C:20]=4[N:19]=3)=[CH:16][CH:17]=2)=[CH:39][CH:40]=1. The catalyst class is: 4. (2) Reactant: [C:1]([O:5][C:6]([N:8]1[CH2:11][CH:10]([NH:12][C@H:13]2[CH2:17][CH2:16][N:15](C(OCC3C=CC=CC=3)=O)[CH2:14]2)[CH2:9]1)=[O:7])([CH3:4])([CH3:3])[CH3:2].[H][H]. Product: [C:1]([O:5][C:6]([N:8]1[CH2:9][CH:10]([NH:12][C@H:13]2[CH2:17][CH2:16][NH:15][CH2:14]2)[CH2:11]1)=[O:7])([CH3:4])([CH3:2])[CH3:3]. The catalyst class is: 50. (3) Reactant: [F:1][C:2]1[CH:7]=[C:6]([C:8]2[CH:9]=[N:10][N:11]([CH3:13])[CH:12]=2)[CH:5]=[CH:4][C:3]=1[NH:14][C:15]1[C:19]2[CH2:20][N:21]([C:24](=[O:26])[CH3:25])[CH2:22][CH2:23][C:18]=2[NH:17][N:16]=1.C([O-])([O-])=O.[Cs+].[Cs+].[C:33]1([S:39](/[CH:42]=[C:43]2/[CH2:44][O:45][CH2:46][CH2:47]/2)(=[O:41])=[O:40])[CH:38]=[CH:37][CH:36]=[CH:35][CH:34]=1.O. Product: [F:1][C:2]1[CH:7]=[C:6]([C:8]2[CH:9]=[N:10][N:11]([CH3:13])[CH:12]=2)[CH:5]=[CH:4][C:3]=1[NH:14][C:15]1[C:19]2[CH2:20][N:21]([C:24](=[O:26])[CH3:25])[CH2:22][CH2:23][C:18]=2[N:17]([C:43]2([CH2:42][S:39]([C:33]3[CH:38]=[CH:37][CH:36]=[CH:35][CH:34]=3)(=[O:41])=[O:40])[CH2:47][CH2:46][O:45][CH2:44]2)[N:16]=1. The catalyst class is: 3. (4) Reactant: C(OC([N:8]1[CH2:13][CH2:12][N:11]([CH2:14][C:15]([N:17]2[C:25]3[C:20](=[CH:21][C:22]([F:32])=[C:23]([C:26]4[CH:31]=[CH:30][CH:29]=[CH:28][CH:27]=4)[CH:24]=3)[CH2:19][CH2:18]2)=[O:16])[CH2:10][C@H:9]1[CH3:33])=O)(C)(C)C.[ClH:34]. Product: [ClH:34].[F:32][C:22]1[CH:21]=[C:20]2[C:25](=[CH:24][C:23]=1[C:26]1[CH:27]=[CH:28][CH:29]=[CH:30][CH:31]=1)[N:17]([C:15](=[O:16])[CH2:14][N:11]1[CH2:12][CH2:13][NH:8][C@H:9]([CH3:33])[CH2:10]1)[CH2:18][CH2:19]2. The catalyst class is: 169. (5) Reactant: [Cl:1][C:2]1[C:3](=[O:10])[NH:4]NC(=O)[C:7]=1[Cl:8].[CH3:11][N:12]([CH:14]=[O:15])C.C(=O)([O-])[O-].[K+].[K+].[CH2:22](Br)[C:23]1[CH:28]=[CH:27][CH:26]=[CH:25][CH:24]=1. Product: [CH2:11]([N:12]1[C:14](=[O:15])[C:7]([Cl:8])=[C:2]([Cl:1])[C:3]([O:4][CH2:22][C:23]2[CH:28]=[CH:27][CH:26]=[CH:25][CH:24]=2)=[N:10]1)[C:23]1[CH:28]=[CH:27][CH:26]=[CH:25][CH:24]=1. The catalyst class is: 805. (6) Reactant: [C:1]([C:3]1[CH:8]=[CH:7][C:6]([C:9]2[N:13]3[CH:14]=[C:15]([C:18]4[CH:26]=[CH:25][C:21]([C:22]([OH:24])=O)=[CH:20][CH:19]=4)[CH:16]=[CH:17][C:12]3=[N:11][CH:10]=2)=[CH:5][CH:4]=1)#[N:2].[CH3:27][C:28]1[O:29][C:30]([C:33]2([CH3:39])[CH2:38][CH2:37][NH:36][CH2:35][CH2:34]2)=[N:31][N:32]=1.CN(C(ON1N=NC2C=CC=NC1=2)=[N+](C)C)C.F[P-](F)(F)(F)(F)F.CN1CCOCC1. Product: [CH3:39][C:33]1([C:30]2[O:29][C:28]([CH3:27])=[N:32][N:31]=2)[CH2:38][CH2:37][N:36]([C:22]([C:21]2[CH:20]=[CH:19][C:18]([C:15]3[CH:16]=[CH:17][C:12]4[N:13]([C:9]([C:6]5[CH:5]=[CH:4][C:3]([C:1]#[N:2])=[CH:8][CH:7]=5)=[CH:10][N:11]=4)[CH:14]=3)=[CH:26][CH:25]=2)=[O:24])[CH2:35][CH2:34]1. The catalyst class is: 31. (7) Reactant: [O:1]=[C:2]1[C:10]2[C:5](=[CH:6][CH:7]=[CH:8][CH:9]=2)[C:4](=[O:11])[N:3]1[CH2:12][CH2:13][CH:14]=O.[Cl:16][C:17]1[CH:22]=[CH:21][C:20]([NH2:23])=[CH:19][CH:18]=1.C(O[BH-](OC(=O)C)OC(=O)C)(=O)C.[Na+].C(O)(=O)C. Product: [Cl:16][C:17]1[CH:22]=[CH:21][C:20]([NH:23][CH2:14][CH2:13][CH2:12][N:3]2[C:4](=[O:11])[C:5]3[C:10](=[CH:9][CH:8]=[CH:7][CH:6]=3)[C:2]2=[O:1])=[CH:19][CH:18]=1. The catalyst class is: 839. (8) Reactant: [CH2:1]([O:3][C:4](=[O:10])[C:5]([C:8]#[N:9])=[N:6]O)[CH3:2].C(=O)(O)[O-].[Na+].S(S([O-])=O)([O-])=O.[Na+].[Na+]. Product: [CH2:1]([O:3][C:4](=[O:10])[CH:5]([NH2:6])[C:8]#[N:9])[CH3:2]. The catalyst class is: 6. (9) Reactant: Cl.Cl.[N:3]1[C:11]2[CH:10]=[CH:9][N:8]=[CH:7][C:6]=2[O:5][C:4]=1[NH:12][CH:13]1[CH2:18][CH2:17][NH:16][CH2:15][CH2:14]1.[C:19]1([C:25]2[NH:26][CH:27]=[C:28]([CH:30]=O)[N:29]=2)[CH:24]=[CH:23][CH:22]=[CH:21][CH:20]=1.C(N(C(C)C)C(C)C)C.C(O)(=O)C.C([BH3-])#N.[Na+]. Product: [N:3]1[C:11]2[CH:10]=[CH:9][N:8]=[CH:7][C:6]=2[O:5][C:4]=1[NH:12][CH:13]1[CH2:18][CH2:17][N:16]([CH2:30][C:28]2[NH:29][C:25]([C:19]3[CH:20]=[CH:21][CH:22]=[CH:23][CH:24]=3)=[N:26][CH:27]=2)[CH2:15][CH2:14]1. The catalyst class is: 8.